Dataset: Reaction yield outcomes from USPTO patents with 853,638 reactions. Task: Predict the reaction yield, written as a fraction of the theoretical maximum amount of product (1.0 means a 100% yield; for example, 0.34 means a 34% yield). (1) The reactants are [Cl:1][C:2]1[CH:3]=[CH:4][C:5]([O:11][CH3:12])=[C:6]([B:8]([OH:10])[OH:9])[CH:7]=1.[CH3:13][C:14]([CH2:18]O)([CH2:16]O)[CH3:15]. No catalyst specified. The product is [Cl:1][C:2]1[CH:3]=[CH:4][C:5]([O:11][CH3:12])=[C:6]([B:8]2[O:9][CH2:15][C:14]([CH3:18])([CH3:16])[CH2:13][O:10]2)[CH:7]=1. The yield is 0.860. (2) The reactants are [Br:1][C:2]1[CH:3]=[C:4]([CH2:8][OH:9])[CH:5]=[CH:6][CH:7]=1.N1C=CN=C1.[CH3:15][C:16]([Si:19](Cl)([CH3:21])[CH3:20])([CH3:18])[CH3:17]. The catalyst is ClCCl.O. The product is [Br:1][C:2]1[CH:3]=[C:4]([CH2:8][O:9][Si:19]([C:16]([CH3:18])([CH3:17])[CH3:15])([CH3:21])[CH3:20])[CH:5]=[CH:6][CH:7]=1. The yield is 0.930.